The task is: Predict the reaction yield, written as a fraction of the theoretical maximum amount of product (1.0 means a 100% yield; for example, 0.34 means a 34% yield).. This data is from Reaction yield outcomes from USPTO patents with 853,638 reactions. (1) The reactants are [CH:1]([O:14][C:15]([C:17]1([O:20]/[N:21]=[C:22](/[C:26]2[N:27]=[C:28]([NH:31][C:32]([O:34][C:35]([CH3:38])([CH3:37])[CH3:36])=[O:33])[S:29][CH:30]=2)\[C:23]([OH:25])=O)[CH2:19][CH2:18]1)=[O:16])([C:8]1[CH:13]=[CH:12][CH:11]=[CH:10][CH:9]=1)[C:2]1[CH:7]=[CH:6][CH:5]=[CH:4][CH:3]=1.CCN(C(C)C)C(C)C.CN(C(ON1N=NC2C=CC=NC1=2)=[N+](C)C)C.F[P-](F)(F)(F)(F)F.[N:72]1([CH2:77][C@H:78]2[NH:81][C:80](=[O:82])[C@H:79]2[NH2:83])[CH:76]=[N:75][CH:74]=[N:73]1. The catalyst is C(Cl)Cl.CN(C=O)C.C(Cl)Cl.CCOC(C)=O. The product is [N:72]1([CH2:77][C@@H:78]2[C@H:79]([NH:83][C:23](=[O:25])/[C:22](=[N:21]\[O:20][C:17]3([C:15]([O:14][CH:1]([C:8]4[CH:13]=[CH:12][CH:11]=[CH:10][CH:9]=4)[C:2]4[CH:3]=[CH:4][CH:5]=[CH:6][CH:7]=4)=[O:16])[CH2:18][CH2:19]3)/[C:26]3[N:27]=[C:28]([NH:31][C:32]([O:34][C:35]([CH3:36])([CH3:37])[CH3:38])=[O:33])[S:29][CH:30]=3)[C:80](=[O:82])[NH:81]2)[CH:76]=[N:75][CH:74]=[N:73]1. The yield is 0.770. (2) The reactants are [Cl-].O[NH3+:3].[C:4](=[O:7])([O-])[OH:5].[Na+].CS(C)=O.[CH2:13]([C:17]1[N:18]=[C:19]([CH3:50])[N:20]([C:39]2[CH:44]=[CH:43][CH:42]=[C:41]([O:45][CH2:46][CH2:47][O:48][CH3:49])[CH:40]=2)[C:21](=[O:38])[C:22]=1[CH2:23][C:24]1[CH:29]=[CH:28][C:27]([C:30]2[C:31]([C:36]#[N:37])=[CH:32][CH:33]=[CH:34][CH:35]=2)=[CH:26][CH:25]=1)[CH2:14][CH2:15][CH3:16]. The catalyst is O.C(OCC)(=O)C. The product is [CH2:13]([C:17]1[N:18]=[C:19]([CH3:50])[N:20]([C:39]2[CH:44]=[CH:43][CH:42]=[C:41]([O:45][CH2:46][CH2:47][O:48][CH3:49])[CH:40]=2)[C:21](=[O:38])[C:22]=1[CH2:23][C:24]1[CH:25]=[CH:26][C:27]([C:30]2[CH:35]=[CH:34][CH:33]=[CH:32][C:31]=2[C:36]2[NH:3][C:4](=[O:7])[O:5][N:37]=2)=[CH:28][CH:29]=1)[CH2:14][CH2:15][CH3:16]. The yield is 0.440. (3) The reactants are [CH3:1][Mg]Br.[CH3:4][C@:5]1([CH:16]=[O:17])[CH2:7][C@H:6]1[C@H:8]([C:10]1[CH:15]=[CH:14][CH:13]=[CH:12][CH:11]=1)[CH3:9].S(=O)(=O)(O)O. No catalyst specified. The product is [CH3:4][C@:5]1([C@H:16]([OH:17])[CH3:1])[CH2:7][C@H:6]1[C@H:8]([C:10]1[CH:11]=[CH:12][CH:13]=[CH:14][CH:15]=1)[CH3:9]. The yield is 0.670. (4) The catalyst is C(OCC)C. The product is [C:6]([N:8]1[C:16]2[C:11](=[CH:12][C:13]([CH2:17][O:25][CH:19]3[CH2:24][CH2:23][CH2:22][CH2:21][CH2:20]3)=[CH:14][CH:15]=2)[CH:10]=[CH:9]1)([O:5][C:1]([CH3:4])([CH3:3])[CH3:2])=[O:7]. The reactants are [C:1]([O:5][C:6]([N:8]1[C:16]2[C:11](=[CH:12][C:13]([CH2:17]Cl)=[CH:14][CH:15]=2)[CH:10]=[CH:9]1)=[O:7])([CH3:4])([CH3:3])[CH3:2].[CH:19]1([OH:25])[CH2:24][CH2:23][CH2:22][CH2:21][CH2:20]1. The yield is 0.280.